This data is from Full USPTO retrosynthesis dataset with 1.9M reactions from patents (1976-2016). The task is: Predict the reactants needed to synthesize the given product. Given the product [CH3:1][CH:2]1[O:9][C:21]2([CH2:20][CH2:19][CH2:18][CH2:17][CH2:16][CH2:15][CH2:14][CH2:13][CH2:12][CH2:11][CH3:10])[O:8][CH:6]([CH3:7])[CH2:5][N:4]2[CH2:3]1, predict the reactants needed to synthesize it. The reactants are: [CH3:1][CH:2]([OH:9])[CH2:3][NH:4][CH2:5][CH:6]([OH:8])[CH3:7].[C:10](O)(=O)[CH2:11][CH2:12][CH2:13][CH2:14][CH2:15][CH2:16][CH2:17][CH2:18][CH2:19][CH2:20][CH3:21].